Dataset: Forward reaction prediction with 1.9M reactions from USPTO patents (1976-2016). Task: Predict the product of the given reaction. (1) Given the reactants [F:1][C:2]([F:41])([F:40])[C:3]([N:5]1[CH2:10][CH:9]=[C:8]([C:11]2[S:15][C:14]([C:16]3[CH:17]=[CH:18][C:19]4[CH2:26][CH:25]5[C:27]6([CH2:31][N:30]([CH2:32][C:33]([F:36])([F:35])[F:34])[S:29](=[O:38])(=[O:37])[NH:28]6)[CH:22]([CH2:23][CH2:24]5)[CH2:21][C:20]=4[CH:39]=3)=[N:13][CH:12]=2)[CH2:7][CH2:6]1)=[O:4].[H][H], predict the reaction product. The product is: [F:41][C:2]([F:1])([F:40])[C:3]([N:5]1[CH2:10][CH2:9][CH:8]([C:11]2[S:15][C:14]([C:16]3[CH:17]=[CH:18][C:19]4[CH2:26][CH:25]5[C:27]6([CH2:31][N:30]([CH2:32][C:33]([F:36])([F:35])[F:34])[S:29](=[O:37])(=[O:38])[NH:28]6)[CH:22]([CH2:23][CH2:24]5)[CH2:21][C:20]=4[CH:39]=3)=[N:13][CH:12]=2)[CH2:7][CH2:6]1)=[O:4]. (2) Given the reactants [F:1][C:2]([F:19])(F)[CH2:3][NH:4][C:5]1[CH:14]=[CH:13][C:12]2[C:7](=[CH:8][C:9]([C:15]([OH:17])=[O:16])=[CH:10][CH:11]=2)[N:6]=1.F[CH:21](F)CN, predict the reaction product. The product is: [F:1][C:2]([F:19])([CH3:21])[CH2:3][NH:4][C:5]1[CH:14]=[CH:13][C:12]2[C:7](=[CH:8][C:9]([C:15]([OH:17])=[O:16])=[CH:10][CH:11]=2)[N:6]=1.